Dataset: Peptide-MHC class I binding affinity with 185,985 pairs from IEDB/IMGT. Task: Regression. Given a peptide amino acid sequence and an MHC pseudo amino acid sequence, predict their binding affinity value. This is MHC class I binding data. (1) The peptide sequence is ETAKVIKLV. The MHC is HLA-A02:01 with pseudo-sequence HLA-A02:01. The binding affinity (normalized) is 0.0657. (2) The peptide sequence is IGLAPTDVK. The MHC is Mamu-B3901 with pseudo-sequence Mamu-B3901. The binding affinity (normalized) is 0. (3) The peptide sequence is YGPKVDIW. The MHC is H-2-Dd with pseudo-sequence H-2-Dd. The binding affinity (normalized) is 0.778.